From a dataset of Peptide-MHC class II binding affinity with 134,281 pairs from IEDB. Regression. Given a peptide amino acid sequence and an MHC pseudo amino acid sequence, predict their binding affinity value. This is MHC class II binding data. (1) The peptide sequence is IKGTAPFETHANRIV. The MHC is HLA-DQA10101-DQB10501 with pseudo-sequence HLA-DQA10101-DQB10501. The binding affinity (normalized) is 0. (2) The peptide sequence is AFKVAATATNAAPAN. The MHC is DRB1_0901 with pseudo-sequence DRB1_0901. The binding affinity (normalized) is 0.736.